From a dataset of Catalyst prediction with 721,799 reactions and 888 catalyst types from USPTO. Predict which catalyst facilitates the given reaction. Reactant: [CH2:1](/[N:8]=[C:9](\[C:14]1[CH:19]=[CH:18][C:17]([Br:20])=[CH:16][N:15]=1)/[C:10]([F:13])([F:12])[F:11])[C:2]1[CH:7]=[CH:6][CH:5]=[CH:4][CH:3]=1.C(O[BH-](OC(=O)C)OC(=O)C)(=O)C.[Na+]. Product: [CH2:1]([NH:8][CH:9]([C:14]1[CH:19]=[CH:18][C:17]([Br:20])=[CH:16][N:15]=1)[C:10]([F:13])([F:11])[F:12])[C:2]1[CH:3]=[CH:4][CH:5]=[CH:6][CH:7]=1. The catalyst class is: 24.